This data is from Catalyst prediction with 721,799 reactions and 888 catalyst types from USPTO. The task is: Predict which catalyst facilitates the given reaction. (1) Reactant: [F:1][C:2]([F:7])([F:6])[C:3]([NH2:5])=[O:4].CC(C)([O-])C.[Na+].BrN1C(C)(C)C(=O)N(Br)C1=O.[F:25][C:26]1[C:27]([C:43]2[CH:48]=[CH:47][C:46]([F:49])=[CH:45][C:44]=2[O:50][CH3:51])=[CH:28][C:29]([NH:32][C:33]2[CH:38]=[C:37]([CH2:39][S:40][CH3:41])[CH:36]=[C:35]([F:42])[N:34]=2)=[N:30][CH:31]=1.S([O-])([O-])=O.[Na+].[Na+]. Product: [F:1][C:2]([F:7])([F:6])[C:3]([N:5]=[S:40]([CH2:39][C:37]1[CH:38]=[C:33]([NH:32][C:29]2[CH:28]=[C:27]([C:43]3[CH:48]=[CH:47][C:46]([F:49])=[CH:45][C:44]=3[O:50][CH3:51])[C:26]([F:25])=[CH:31][N:30]=2)[N:34]=[C:35]([F:42])[CH:36]=1)[CH3:41])=[O:4]. The catalyst class is: 155. (2) Reactant: Br[C:2]1[CH:3]=[C:4]([N:16]=[CH:17][N:18]([CH2:20][CH3:21])[CH3:19])[C:5]([CH3:15])=[N:6][C:7]=1[O:8][CH2:9][CH2:10][CH2:11][CH:12]([CH3:14])[CH3:13].[Cl:22][C:23]1[CH:28]=[CH:27][C:26](B(O)O)=[CH:25][CH:24]=1.[O-]P([O-])([O-])=O.[K+].[K+].[K+]. Product: [Cl:22][C:23]1[CH:28]=[CH:27][C:26]([C:2]2[CH:3]=[C:4]([N:16]=[CH:17][N:18]([CH2:20][CH3:21])[CH3:19])[C:5]([CH3:15])=[N:6][C:7]=2[O:8][CH2:9][CH2:10][CH2:11][CH:12]([CH3:14])[CH3:13])=[CH:25][CH:24]=1. The catalyst class is: 38. (3) Reactant: [OH:1][N:2]=[C:3]([C:5]1[CH:10]=[CH:9][C:8]([CH2:11][O:12][CH:13]2[CH2:18][CH2:17][CH2:16][CH2:15][O:14]2)=[CH:7][CH:6]=1)[NH2:4].CCN(C(C)C)C(C)C.[Br:28][CH2:29][CH2:30][CH2:31][C:32](Cl)=O. Product: [Br:28][CH2:29][CH2:30][CH2:31][C:32]1[O:1][N:2]=[C:3]([C:5]2[CH:6]=[CH:7][C:8]([CH2:11][O:12][CH:13]3[CH2:18][CH2:17][CH2:16][CH2:15][O:14]3)=[CH:9][CH:10]=2)[N:4]=1. The catalyst class is: 2. (4) Reactant: [CH3:1][NH:2][C@@H:3]([C:12]([NH:14][C@H:15]([C:20]([N:22]([C@@H:24]([CH:33]([CH3:35])[CH3:34])/[CH:25]=[C:26](\[CH3:32])/[C:27]([O:29]CC)=[O:28])[CH3:23])=[O:21])[C:16]([CH3:19])([CH3:18])[CH3:17])=[O:13])[C:4]([C:7]1[S:8][CH:9]=[CH:10][CH:11]=1)([CH3:6])[CH3:5].[OH-].[Li+]. Product: [CH3:1][NH:2][C@@H:3]([C:12]([NH:14][C@H:15]([C:20]([N:22]([C@@H:24]([CH:33]([CH3:35])[CH3:34])/[CH:25]=[C:26](/[C:27]([OH:29])=[O:28])\[CH3:32])[CH3:23])=[O:21])[C:16]([CH3:19])([CH3:18])[CH3:17])=[O:13])[C:4]([C:7]1[S:8][CH:9]=[CH:10][CH:11]=1)([CH3:5])[CH3:6]. The catalyst class is: 72. (5) Reactant: Cl[C:2]1[CH:7]=[C:6]([O:8][CH2:9][C:10]#[C:11][CH3:12])[N:5]=[CH:4][N:3]=1.C(=O)([O-])[O-].[K+].[K+].[F:19][C:20]1[CH:25]=[CH:24][C:23]([F:26])=[CH:22][C:21]=1[OH:27].[Cl-].[NH4+]. Product: [CH2:9]([O:8][C:6]1[CH:7]=[C:2]([O:27][C:21]2[CH:22]=[C:23]([F:26])[CH:24]=[CH:25][C:20]=2[F:19])[N:3]=[CH:4][N:5]=1)[C:10]#[C:11][CH3:12]. The catalyst class is: 9. (6) Reactant: [CH3:1][C:2]1[C:10]2[C:9](=[O:11])[NH:8][CH:7]=[N:6][C:5]=2[S:4][C:3]=1[C:12]([O:14][CH3:15])=[O:13].C1CN([P+](O[N:33]2[N:41]=[N:40][C:35]3[CH:36]=[CH:37][CH:38]=[N:39][C:34]2=3)(N2CCCC2)N2CCCC2)CC1.F[P-](F)(F)(F)(F)F.C1CCN2C(=NCCC2)CC1. Product: [N:40]1[C:35]2[C:34](=[N:39][CH:38]=[CH:37][CH:36]=2)[N:33]([O:11][C:9]2[C:10]3[C:2]([CH3:1])=[C:3]([C:12]([O:14][CH3:15])=[O:13])[S:4][C:5]=3[N:6]=[CH:7][N:8]=2)[N:41]=1. The catalyst class is: 23. (7) The catalyst class is: 1. Reactant: [Cl-].[Ce+3].[Cl-].[Cl-].C[Mg]Br.[CH2:8](OCC)C.[CH3:13][C@H:14]1[C:18](=[O:19])[CH2:17][CH2:16][N:15]1[C:20]([O:22][CH2:23][C:24]1[CH:29]=[CH:28][CH:27]=[CH:26][CH:25]=1)=[O:21].C(OCC)(=O)C. Product: [OH:19][C@@:18]1([CH3:8])[CH2:17][CH2:16][N:15]([C:20]([O:22][CH2:23][C:24]2[CH:29]=[CH:28][CH:27]=[CH:26][CH:25]=2)=[O:21])[C@H:14]1[CH3:13].